From a dataset of Catalyst prediction with 721,799 reactions and 888 catalyst types from USPTO. Predict which catalyst facilitates the given reaction. (1) Reactant: [CH3:1][O:2][C:3]1[CH:8]=[CH:7][C:6]([CH2:9][OH:10])=[CH:5][CH:4]=1.[H-].[Na+].Br[CH2:14][CH2:15][C:16]([O:18][CH2:19][CH3:20])=[O:17]. Product: [CH3:1][O:2][C:3]1[CH:8]=[CH:7][C:6]([CH2:9][O:10][CH2:14][CH2:15][C:16]([O:18][CH2:19][CH3:20])=[O:17])=[CH:5][CH:4]=1. The catalyst class is: 11. (2) Reactant: [CH2:1]([N:8]=[C:9]=[O:10])[C:2]1[CH:7]=[CH:6][CH:5]=[CH:4][CH:3]=1.[C:11]1([C:17]2([CH2:27][OH:28])[C:21]3[CH2:22][NH:23][CH2:24][CH2:25][C:20]=3[C:19](=[O:26])[O:18]2)[CH:16]=[CH:15][CH:14]=[CH:13][CH:12]=1. Product: [CH2:1]([NH:8][C:9]([N:23]1[CH2:24][CH2:25][C:20]2[C:19](=[O:26])[O:18][C:17]([CH2:27][OH:28])([C:11]3[CH:16]=[CH:15][CH:14]=[CH:13][CH:12]=3)[C:21]=2[CH2:22]1)=[O:10])[C:2]1[CH:7]=[CH:6][CH:5]=[CH:4][CH:3]=1. The catalyst class is: 4. (3) Reactant: O[C:2]1[CH:11]=[C:10]([C:12]2[CH:17]=[CH:16][C:15]([OH:18])=[CH:14][CH:13]=2)[C:9]2[C:4](=[CH:5][CH:6]=[CH:7][CH:8]=2)[C:3]=1[C:19](=O)[CH3:20].[NH2:22][NH2:23]. Product: [CH3:20][C:19]1[C:3]2[C:4]3[CH:5]=[CH:6][CH:7]=[CH:8][C:9]=3[C:10]([C:12]3[CH:17]=[CH:16][C:15]([OH:18])=[CH:14][CH:13]=3)=[CH:11][C:2]=2[NH:23][N:22]=1. The catalyst class is: 831. (4) Reactant: [CH2:1]([O:8][C:9]1[C:14](=[O:15])[C:13](Br)=[CH:12][O:11][C:10]=1[C:17]([O:19][CH3:20])=[O:18])[C:2]1[CH:7]=[CH:6][CH:5]=[CH:4][CH:3]=1.[S:21]1[CH:25]=[CH:24][N:23]=[C:22]1[Sn](CCCC)(CCCC)CCCC. Product: [CH2:1]([O:8][C:9]1[C:14](=[O:15])[C:13]([C:22]2[S:21][CH:25]=[CH:24][N:23]=2)=[CH:12][O:11][C:10]=1[C:17]([O:19][CH3:20])=[O:18])[C:2]1[CH:7]=[CH:6][CH:5]=[CH:4][CH:3]=1. The catalyst class is: 77. (5) Reactant: Cl[C:2]([O:4][C:5]1[CH:10]=[CH:9][C:8]([N+:11]([O-:13])=[O:12])=[CH:7][CH:6]=1)=[O:3].[OH:14][C:15]1[CH:16]=[N:17][CH:18]=[C:19]([CH:24]=1)[C:20]([O:22][CH3:23])=[O:21].C(N(C(C)C)CC)(C)C. Product: [N+:11]([C:8]1[CH:9]=[CH:10][C:5]([O:4][C:2]([O:14][C:15]2[CH:16]=[N:17][CH:18]=[C:19]([CH:24]=2)[C:20]([O:22][CH3:23])=[O:21])=[O:3])=[CH:6][CH:7]=1)([O-:13])=[O:12]. The catalyst class is: 4. (6) Reactant: [Cl:1][C:2]1[CH:3]=[C:4]([S:9][C:10]2[NH:14][N:13]=[C:12]([CH3:15])[C:11]=2[C:16]([C:18]2[CH:23]=[CH:22][CH:21]=[CH:20][CH:19]=2)=[O:17])[CH:5]=[C:6]([Cl:8])[CH:7]=1.[H-].[Na+].I[CH:27]([CH3:29])[CH3:28].O. Product: [Cl:8][C:6]1[CH:5]=[C:4]([S:9][C:10]2[N:14]([CH:27]([CH3:29])[CH3:28])[N:13]=[C:12]([CH3:15])[C:11]=2[C:16]([C:18]2[CH:23]=[CH:22][CH:21]=[CH:20][CH:19]=2)=[O:17])[CH:3]=[C:2]([Cl:1])[CH:7]=1. The catalyst class is: 9. (7) Reactant: [CH3:1][C:2]1[N:3]=[C:4]([NH2:17])[S:5][C:6]=1[C:7]1[CH:12]=[CH:11][N:10]=[C:9]([C:13]2([CH3:16])[CH2:15][CH2:14]2)[CH:8]=1.[CH:18]1[N:22]=[CH:21][N:20]([C:23](N2C=NC=C2)=[O:24])[CH:19]=1. Product: [CH3:1][C:2]1[N:3]=[C:4]([NH:17][C:23]([N:20]2[CH:19]=[CH:18][N:22]=[CH:21]2)=[O:24])[S:5][C:6]=1[C:7]1[CH:12]=[CH:11][N:10]=[C:9]([C:13]2([CH3:16])[CH2:15][CH2:14]2)[CH:8]=1. The catalyst class is: 2. (8) Reactant: COC[O:4][C:5]1[CH:6]=[N:7][CH:8]=[CH:9][C:10]=1[CH2:11][CH2:12][CH2:13][OH:14].C1(P(C2C=CC=CC=2)C2C=CC=CC=2)C=CC=CC=1.N(C(OC(C)C)=O)=NC(OC(C)C)=O.[Br:48][C:49]1[CH:50]=[C:51]([S:55][C:56]2[C:61](O)=[CH:60][CH:59]=[CH:58][N:57]=2)[CH:52]=[CH:53][CH:54]=1. Product: [Br:48][C:49]1[CH:50]=[C:51]([S:55][C:56]2[C:61]([O:14][CH2:13][CH2:12][CH2:11][C:10]3[CH:9]=[CH:8][N:7]=[CH:6][C:5]=3[OH:4])=[CH:60][CH:59]=[CH:58][N:57]=2)[CH:52]=[CH:53][CH:54]=1. The catalyst class is: 1. (9) Reactant: [CH2:1]([O:3][C:4](=[O:17])[C:5]([O:8][C:9]1[CH:14]=[CH:13][C:12]([OH:15])=[CH:11][C:10]=1[CH3:16])([CH3:7])[CH3:6])[CH3:2].C([O-])([O-])=O.[Cs+].[Cs+].S(C1C=CC(C)=CC=1)(O[CH2:28][CH2:29][C:30]#[CH:31])(=O)=O. Product: [CH2:1]([O:3][C:4](=[O:17])[C:5]([O:8][C:9]1[CH:14]=[CH:13][C:12]([O:15][CH2:31][CH2:30][C:29]#[CH:28])=[CH:11][C:10]=1[CH3:16])([CH3:6])[CH3:7])[CH3:2]. The catalyst class is: 10. (10) Reactant: [O:1]1[CH2:6][CH2:5][O:4][C:3]2[CH:7]=[C:8]([C:11]([CH:13]3C(=O)O[C:16](C)([CH3:20])[O:15][C:14]3=[O:22])=[O:12])[CH:9]=[CH:10][C:2]1=2. Product: [O:1]1[CH2:6][CH2:5][O:4][C:3]2[CH:7]=[C:8]([C:11](=[O:12])[CH2:13][C:14]([O:15][CH2:16][CH3:20])=[O:22])[CH:9]=[CH:10][C:2]1=2. The catalyst class is: 8.